Dataset: Reaction yield outcomes from USPTO patents with 853,638 reactions. Task: Predict the reaction yield, written as a fraction of the theoretical maximum amount of product (1.0 means a 100% yield; for example, 0.34 means a 34% yield). (1) The reactants are C(N(CC)CC)C.[CH:8]1([C:12](Cl)=[O:13])[CH2:11][CH2:10][CH2:9]1.[CH3:15][C:16]1([CH3:42])[CH2:25][CH2:24][C:23]([CH3:27])([CH3:26])[C:22]2[CH:21]=[C:20]([C:28]3[N:29]=[C:30]([CH2:33][CH2:34][C:35]4[CH:40]=[CH:39][C:38]([NH2:41])=[CH:37][CH:36]=4)[O:31][CH:32]=3)[CH:19]=[CH:18][C:17]1=2. The catalyst is C1COCC1. The product is [CH3:15][C:16]1([CH3:42])[CH2:25][CH2:24][C:23]([CH3:26])([CH3:27])[C:22]2[CH:21]=[C:20]([C:28]3[N:29]=[C:30]([CH2:33][CH2:34][C:35]4[CH:36]=[CH:37][C:38]([NH:41][C:12]([CH:8]5[CH2:11][CH2:10][CH2:9]5)=[O:13])=[CH:39][CH:40]=4)[O:31][CH:32]=3)[CH:19]=[CH:18][C:17]1=2. The yield is 0.750. (2) The reactants are Br[C:2]1[CH:10]=[C:9]2[C:5]([CH:6]=[N:7][N:8]2[CH2:11][CH:12]([CH3:14])[CH3:13])=[CH:4][C:3]=1[O:15][C:16]1[CH:21]=[CH:20][C:19]([F:22])=[CH:18][C:17]=1[F:23].C[C:25]([N:27](C)C)=O. No catalyst specified. The product is [F:23][C:17]1[CH:18]=[C:19]([F:22])[CH:20]=[CH:21][C:16]=1[O:15][C:3]1[CH:4]=[C:5]2[C:9](=[CH:10][C:2]=1[C:25]#[N:27])[N:8]([CH2:11][CH:12]([CH3:14])[CH3:13])[N:7]=[CH:6]2. The yield is 0.950. (3) The product is [CH2:35]([O:34][C:31]1[CH:32]=[CH:33][C:24]([C@@H:15]([O:16][Si:17]([C:20]([CH3:21])([CH3:23])[CH3:22])([CH3:19])[CH3:18])[CH2:14][NH:13][C@H:11]([CH3:12])[CH2:10][C:6]2[CH:5]=[C:4]([CH2:3][CH2:2][NH:1][C:15]([CH2:24][C:25]3[CH:30]=[CH:94][C:93]([N:92]([CH3:96])[C:61]([CH2:60][CH2:59][N:56]4[CH2:57][CH2:58][CH:53]([O:52][C:50](=[O:51])[NH:49][C:44]5[CH:45]=[CH:46][CH:47]=[CH:48][C:43]=5[C:75]5[CH:80]=[CH:79][CH:78]=[CH:77][CH:76]=5)[CH2:54][CH2:55]4)=[O:62])=[CH:95][CH:26]=3)=[O:16])[CH:9]=[CH:8][CH:7]=2)=[C:25]2[C:30]=1[NH:29][C:28](=[O:42])[CH:27]=[CH:26]2)[C:36]1[CH:37]=[CH:38][CH:39]=[CH:40][CH:41]=1. The catalyst is C(Cl)Cl. The yield is 0.380. The reactants are [NH2:1][CH2:2][CH2:3][C:4]1[CH:5]=[C:6]([CH2:10][C@H:11]([NH:13][CH2:14][C@@H:15]([C:24]2[CH:33]=[CH:32][C:31]([O:34][CH2:35][C:36]3[CH:41]=[CH:40][CH:39]=[CH:38][CH:37]=3)=[C:30]3[C:25]=2[CH:26]=[CH:27][C:28](=[O:42])[NH:29]3)[O:16][Si:17]([C:20]([CH3:23])([CH3:22])[CH3:21])([CH3:19])[CH3:18])[CH3:12])[CH:7]=[CH:8][CH:9]=1.[C:43]1([C:75]2[CH:80]=[CH:79][CH:78]=[CH:77][CH:76]=2)[CH:48]=[CH:47][CH:46]=[CH:45][C:44]=1[NH:49][C:50]([O:52][CH:53]1[CH2:58][CH2:57][N:56]([CH2:59][CH2:60][C:61](CNC2C=CC(CC(O)=O)=CC=2)=[O:62])[CH2:55][CH2:54]1)=[O:51].[O-]S(C(F)(F)F)(=O)=O.C([N:92]([CH2:96]C)[CH:93]([CH3:95])[CH3:94])(C)C. (4) The reactants are C([O:5][C:6]([C:8]1([CH2:11][CH2:12][CH2:13][CH2:14][CH2:15][C:16](=[O:30])[CH2:17][CH2:18][CH2:19][CH2:20][CH2:21][C:22]([CH3:29])([CH3:28])[C:23]([O:25]CC)=[O:24])[CH2:10][CH2:9]1)=[O:7])(C)(C)C.[OH-].[Na+]. The catalyst is C(O)=O.CCO.O. The product is [C:6]([C:8]1([CH2:11][CH2:12][CH2:13][CH2:14][CH2:15][C:16](=[O:30])[CH2:17][CH2:18][CH2:19][CH2:20][CH2:21][C:22]([CH3:28])([CH3:29])[C:23]([OH:25])=[O:24])[CH2:10][CH2:9]1)([OH:7])=[O:5]. The yield is 0.570. (5) The product is [NH:16]1[C:8]2([CH2:9][CH2:10][C:5]3([O:4][CH2:3][CH2:2][O:1]3)[CH2:6][CH2:7]2)[C:21](=[O:22])[NH:17][C:12]1=[O:15]. The catalyst is O. The yield is 0.680. The reactants are [O:1]1[C:5]2([CH2:10][CH2:9][C:8](=O)[CH2:7][CH2:6]2)[O:4][CH2:3][CH2:2]1.[C:12](=[O:15])([O-])[O-].[NH4+:16].[NH4+:17].[C-]#N.[K+].[CH3:21][OH:22]. (6) The reactants are [F:1][C:2]1[CH:18]=[CH:17][CH:16]=[C:15]([F:19])[C:3]=1[C:4]([NH:6][C:7]1[C:8]([C:12]([OH:14])=O)=[N:9][NH:10][CH:11]=1)=[O:5].[NH2:20][CH:21]1[CH2:26][CH2:25][N:24]([CH3:27])[CH2:23][CH2:22]1.CCN=C=NCCCN(C)C.C1C=CC2N(O)N=NC=2C=1. The catalyst is CN(C=O)C.CCOC(C)=O. The product is [CH3:27][N:24]1[CH2:25][CH2:26][CH:21]([NH:20][C:12]([C:8]2[C:7]([NH:6][C:4](=[O:5])[C:3]3[C:15]([F:19])=[CH:16][CH:17]=[CH:18][C:2]=3[F:1])=[CH:11][NH:10][N:9]=2)=[O:14])[CH2:22][CH2:23]1. The yield is 0.690. (7) The reactants are [Cl:1][C:2]1[N:7]=[C:6](Cl)[C:5]([O:9][CH3:10])=[CH:4][N:3]=1.[OH-].[NH4+:12]. The catalyst is O1CCOCC1. The product is [Cl:1][C:2]1[N:7]=[C:6]([NH2:12])[C:5]([O:9][CH3:10])=[CH:4][N:3]=1. The yield is 0.950. (8) The reactants are Br[C:2]1[CH:7]=[CH:6][C:5]([N:8]([CH2:11][CH3:12])[CH2:9][CH3:10])=[C:4]([CH3:13])[CH:3]=1.C([Li])CCC.[B:19](OC(C)C)([O:24]C(C)C)[O:20]C(C)C. No catalyst specified. The product is [CH2:9]([N:8]([CH2:11][CH3:12])[C:5]1[CH:6]=[CH:7][C:2]([B:19]([OH:24])[OH:20])=[CH:3][C:4]=1[CH3:13])[CH3:10]. The yield is 1.00. (9) The reactants are C1([C@H](N[C@@H:10]2[CH2:15][CH2:14][N:13]([C:16]([O:18][C:19]([CH3:22])([CH3:21])[CH3:20])=[O:17])[CH2:12][C@H:11]2[C:23]([O:25][CH2:26][CH3:27])=[O:24])C)C=CC=CC=1.CC[O-:30].[Na+]. The catalyst is CCO. The product is [O:30]=[C:10]1[CH2:15][CH2:14][N:13]([C:16]([O:18][C:19]([CH3:22])([CH3:21])[CH3:20])=[O:17])[CH2:12][CH:11]1[C:23]([O:25][CH2:26][CH3:27])=[O:24]. The yield is 0.710.